This data is from Full USPTO retrosynthesis dataset with 1.9M reactions from patents (1976-2016). The task is: Predict the reactants needed to synthesize the given product. (1) Given the product [Cl:1][C:2]1[CH:11]=[CH:10][CH:9]=[C:8]([CH:12]=[CH2:13])[C:3]=1[C:4]([OH:6])=[O:5], predict the reactants needed to synthesize it. The reactants are: [Cl:1][C:2]1[CH:11]=[CH:10][CH:9]=[C:8]([CH:12]=[CH2:13])[C:3]=1[C:4]([O:6]C)=[O:5].[OH-].[Na+].Cl. (2) Given the product [CH3:45][O:44][C:42]1[CH:43]=[C:38]([CH3:37])[C:39]([S:47]([NH:1][CH2:2][C:3]2[CH:4]=[CH:5][CH:6]=[C:7]3[C:11]=2[N:10]([CH2:12][C:13](=[O:14])[N:15]2[CH2:20][CH2:19][C:18]4([CH2:21][CH2:22][N:23]([C:26]5[CH:27]=[CH:28][N:29]=[CH:30][CH:31]=5)[CH2:24][CH2:25]4)[CH2:17][CH2:16]2)[CH:9]=[CH:8]3)(=[O:48])=[O:49])=[C:40]([CH3:46])[CH:41]=1, predict the reactants needed to synthesize it. The reactants are: [NH2:1][CH2:2][C:3]1[CH:4]=[CH:5][CH:6]=[C:7]2[C:11]=1[N:10]([CH2:12][C:13]([N:15]1[CH2:20][CH2:19][C:18]3([CH2:25][CH2:24][N:23]([C:26]4[CH:31]=[CH:30][N:29]=[CH:28][CH:27]=4)[CH2:22][CH2:21]3)[CH2:17][CH2:16]1)=[O:14])[CH:9]=[CH:8]2.C([O-])(O)=O.[Na+].[CH3:37][C:38]1[CH:43]=[C:42]([O:44][CH3:45])[CH:41]=[C:40]([CH3:46])[C:39]=1[S:47](Cl)(=[O:49])=[O:48].